The task is: Predict the reaction yield, written as a fraction of the theoretical maximum amount of product (1.0 means a 100% yield; for example, 0.34 means a 34% yield).. This data is from Reaction yield outcomes from USPTO patents with 853,638 reactions. (1) The reactants are Br[C:2]1[S:3][C:4]2[CH:10]=[C:9]([CH2:11][N:12]3[C:16]4[CH:17]=[C:18]([O:23][CH3:24])[C:19]([O:21][CH3:22])=[CH:20][C:15]=4[N:14]=[CH:13]3)[CH:8]=[CH:7][C:5]=2[N:6]=1.CCN(C(C)C)C(C)C.[NH2:34][C@@H:35]1[CH2:40][CH2:39][CH2:38][CH2:37][C@H:36]1[OH:41]. The catalyst is CC(N(C)C)=O. The product is [CH3:22][O:21][C:19]1[C:18]([O:23][CH3:24])=[CH:17][C:16]2[N:12]([CH2:11][C:9]3[CH:8]=[CH:7][C:5]4[N:6]=[C:2]([NH:34][C@@H:35]5[CH2:40][CH2:39][CH2:38][CH2:37][C@H:36]5[OH:41])[S:3][C:4]=4[CH:10]=3)[CH:13]=[N:14][C:15]=2[CH:20]=1. The yield is 0.580. (2) The reactants are [NH2:1][C:2]1[CH:10]=[C:9]2[C:5]([CH2:6][CH2:7][C:8]2=[O:11])=[CH:4][CH:3]=1.C(=O)([O-])[O-].[Ca+2].[I:17]Cl.S([O-])([O-])(=O)=S.[Na+].[Na+]. The catalyst is CO.O. The product is [NH2:1][C:2]1[C:10]([I:17])=[C:9]2[C:5]([CH2:6][CH2:7][C:8]2=[O:11])=[CH:4][CH:3]=1. The yield is 0.860. (3) The reactants are [Cl:1][C:2]1[N:3]=[C:4]([C:9]([NH:11][C:12]2[CH:17]=[CH:16][C:15]([C:18]3[O:19][CH:20]=[C:21]([C:23]([O:25]C)=[O:24])[N:22]=3)=[CH:14][C:13]=2[O:27][CH3:28])=[O:10])[NH:5][C:6]=1[CH2:7][CH3:8].[OH-].[Li+].CO. The catalyst is O1CCCC1. The product is [Cl:1][C:2]1[N:3]=[C:4]([C:9]([NH:11][C:12]2[CH:17]=[CH:16][C:15]([C:18]3[O:19][CH:20]=[C:21]([C:23]([OH:25])=[O:24])[N:22]=3)=[CH:14][C:13]=2[O:27][CH3:28])=[O:10])[NH:5][C:6]=1[CH2:7][CH3:8]. The yield is 0.620. (4) The reactants are [CH:1]1([NH:7][C:8](=[O:28])[CH2:9][C:10]2[CH:15]=[C:14]([I:16])[C:13]([O:17][C:18]3[CH:23]=[C:22]([I:24])[C:21]([OH:25])=[C:20]([I:26])[CH:19]=3)=[C:12]([I:27])[CH:11]=2)[CH2:6][CH2:5][CH2:4][CH2:3][CH2:2]1.C([O-])([O-])=O.[Cs+].[Cs+].[Cl:35][CH:36](Cl)[CH3:37]. No catalyst specified. The product is [Cl:35][CH2:36][CH2:37][O:25][C:21]1[C:22]([I:24])=[CH:23][C:18]([O:17][C:13]2[C:14]([I:16])=[CH:15][C:10]([CH2:9][C:8]([NH:7][CH:1]3[CH2:2][CH2:3][CH2:4][CH2:5][CH2:6]3)=[O:28])=[CH:11][C:12]=2[I:27])=[CH:19][C:20]=1[I:26]. The yield is 0.0500.